This data is from CYP3A4 inhibition data for predicting drug metabolism from PubChem BioAssay. The task is: Regression/Classification. Given a drug SMILES string, predict its absorption, distribution, metabolism, or excretion properties. Task type varies by dataset: regression for continuous measurements (e.g., permeability, clearance, half-life) or binary classification for categorical outcomes (e.g., BBB penetration, CYP inhibition). Dataset: cyp3a4_veith. (1) The drug is COc1ccccc1CN1CCC2(CC1)CCN(C(=O)c1c(C)noc1C)CC2. The result is 0 (non-inhibitor). (2) The drug is CCn1cnc2c(Nc3cccc(Cl)c3)nc(N[C@@H]3CCCC[C@H]3N)nc21. The result is 1 (inhibitor). (3) The compound is Cc1ccccc1CS(=O)(=O)CCC(=O)NCCCN1CCN(c2ccccc2F)CC1. The result is 1 (inhibitor). (4) The compound is COc1ccc(CNc2nc(-c3c(C)noc3C)nc3ccccc23)c(OC)c1. The result is 1 (inhibitor). (5) The compound is CC(C)CO/N=C1/C[C@@H](O)[C@@H](O)[C@@H]2[C@@H]3C(=O)N(C4CCCCC4)C(=O)[C@H]3CC[C@@H]12. The result is 0 (non-inhibitor). (6) The molecule is O=c1nc(N2CCOCC2)ccn1-c1nc(-c2ccccc2)oc1-c1ccccc1. The result is 0 (non-inhibitor). (7) The drug is Cc1nnc2cc(-c3ccc(C(F)(F)F)cc3)cnn12. The result is 0 (non-inhibitor). (8) The drug is O=C(c1cnccn1)N1CCC[C@@]2(CCN(Cc3nccs3)C2)C1. The result is 1 (inhibitor). (9) The compound is COc1cccc(Nc2ncc3nc(C)c(=O)n(CCC#N)c3n2)c1. The result is 1 (inhibitor). (10) The molecule is Nc1ccc(S(=O)(=O)Nc2ncccn2)cc1. The result is 0 (non-inhibitor).